This data is from Forward reaction prediction with 1.9M reactions from USPTO patents (1976-2016). The task is: Predict the product of the given reaction. (1) Given the reactants [C:1]([O:5][C:6]1[C:11]2[N:12]=[C:13]([O:15][CH:16]([CH3:18])[CH3:17])[S:14][C:10]=2[C:9]([C@H:19]([OH:22])[CH2:20]Cl)=[CH:8][CH:7]=1)([CH3:4])([CH3:3])[CH3:2].[CH2:23]([O:30][C@H:31]1[CH2:35][CH2:34][CH2:33][C@@H:32]1[NH2:36])[C:24]1[CH:29]=[CH:28][CH:27]=[CH:26][CH:25]=1, predict the reaction product. The product is: [CH2:23]([O:30][C@H:31]1[CH2:35][CH2:34][CH2:33][C@@H:32]1[NH:36][CH2:20][C@H:19]([C:9]1[C:10]2[S:14][C:13]([O:15][CH:16]([CH3:18])[CH3:17])=[N:12][C:11]=2[C:6]([O:5][C:1]([CH3:4])([CH3:3])[CH3:2])=[CH:7][CH:8]=1)[OH:22])[C:24]1[CH:29]=[CH:28][CH:27]=[CH:26][CH:25]=1. (2) Given the reactants [CH2:1]([C@@H:5]1[NH:10][CH2:9][C@H:8]([CH2:11][CH:12]([CH3:14])[CH3:13])[NH:7][C:6]1=[O:15])[CH:2]([CH3:4])[CH3:3].[CH2:16]([C:18]1[CH:23]=[CH:22][C:21]([C:24]2[O:28][N:27]=[C:26]([C:29](O)=[O:30])[CH:25]=2)=[CH:20][CH:19]=1)[CH3:17].C([C@@H]1N(C([C@@H]2C[C@H]2C2C=CC=CC=2)=O)C[C@H](CC(C)C)NC1=O)C(C)C, predict the reaction product. The product is: [CH2:16]([C:18]1[CH:23]=[CH:22][C:21]([C:24]2[O:28][N:27]=[C:26]([C:29]([N:10]3[CH2:9][C@H:8]([CH2:11][CH:12]([CH3:14])[CH3:13])[NH:7][C:6](=[O:15])[C@@H:5]3[CH2:1][CH:2]([CH3:4])[CH3:3])=[O:30])[CH:25]=2)=[CH:20][CH:19]=1)[CH3:17]. (3) The product is: [C:1]([C:5]1[CH:10]=[CH:9][C:8]([N:11]2[C:15](=[O:16])[C:14]([CH3:18])([CH3:17])[N:13]([CH2:19][C:20]3[CH:25]=[CH:24][N:23]=[C:22]([NH:28][C:29]4[CH:34]=[CH:33][N:32]=[N:31][CH:30]=4)[CH:21]=3)[C:12]2=[O:27])=[CH:7][CH:6]=1)([CH3:4])([CH3:3])[CH3:2]. Given the reactants [C:1]([C:5]1[CH:10]=[CH:9][C:8]([N:11]2[C:15](=[O:16])[C:14]([CH3:18])([CH3:17])[N:13]([CH2:19][C:20]3[CH:25]=[CH:24][N:23]=[C:22](Cl)[CH:21]=3)[C:12]2=[O:27])=[CH:7][CH:6]=1)([CH3:4])([CH3:3])[CH3:2].[NH2:28][C:29]1[CH:34]=[CH:33][N:32]=[N:31][CH:30]=1.C(=O)([O-])[O-].[Cs+].[Cs+].CC1(C)C2C=CC(P(C3C=CC=CC=3)C3C=CC=CC=3)=CC=2OC2C1=CC=C(P(C1C=CC=CC=1)C1C=CC=CC=1)C=2, predict the reaction product. (4) Given the reactants BrC1C=CC=C2C=1C(C1C(O)=CC3OCOC=3C=1)[C:5](=[O:16])N2CCCCC.[CH2:27]([O:29][C:30](=[O:53])[CH2:31][N:32]1[C:40]2[C:35](=[CH:36][CH:37]=[CH:38][CH:39]=2)[CH:34]([C:41]2[C:50]([OH:51])=[CH:49][C:48]3[CH2:47][CH2:46][CH2:45][CH2:44][C:43]=3[CH:42]=2)[C:33]1=[O:52])[CH3:28], predict the reaction product. The product is: [CH2:27]([O:29][C:30](=[O:53])[CH2:31][N:32]1[C:40]2[C:35](=[CH:36][CH:37]=[CH:38][CH:39]=2)[C:34]([CH2:5][OH:16])([C:41]2[C:50]([OH:51])=[CH:49][C:48]3[CH2:47][CH2:46][CH2:45][CH2:44][C:43]=3[CH:42]=2)[C:33]1=[O:52])[CH3:28]. (5) Given the reactants [NH2:1][CH:2]([CH2:12][C:13]1[CH:18]=[CH:17][CH:16]=[C:15]([S:19]([C:22]([F:25])([F:24])[F:23])(=[O:21])=[O:20])[CH:14]=1)[CH:3]([C:5]1[CH:10]=[CH:9][C:8]([F:11])=[CH:7][CH:6]=1)[OH:4].[F:26][C:27]1[C:36]2[C:31](=[CH:32][CH:33]=[CH:34][CH:35]=2)[C:30]([C:37](O)=[O:38])=[CH:29][CH:28]=1.Cl.C(N=C=NCCCN(C)C)C.O.ON1C2C=CC=CC=2N=N1, predict the reaction product. The product is: [F:26][C:27]1[C:36]2[C:31](=[CH:32][CH:33]=[CH:34][CH:35]=2)[C:30]([C:37]([NH:1][CH:2]([CH2:12][C:13]2[CH:18]=[CH:17][CH:16]=[C:15]([S:19]([C:22]([F:24])([F:25])[F:23])(=[O:21])=[O:20])[CH:14]=2)[CH:3]([C:5]2[CH:6]=[CH:7][C:8]([F:11])=[CH:9][CH:10]=2)[OH:4])=[O:38])=[CH:29][CH:28]=1.